This data is from Catalyst prediction with 721,799 reactions and 888 catalyst types from USPTO. The task is: Predict which catalyst facilitates the given reaction. (1) Reactant: [CH3:1][O:2][C:3]1[CH:48]=[CH:47][C:6]([CH2:7][N:8]([CH2:38][C:39]2[CH:44]=[CH:43][C:42]([O:45][CH3:46])=[CH:41][CH:40]=2)[C:9]2[N:14]=[C:13]([CH3:15])[N:12]=[C:11]([C:16]3[CH:17]=[C:18]([CH2:23][N:24]4[CH2:29][CH2:28][N:27](C(OC(C)(C)C)=O)[CH2:26][C@@H:25]4[CH3:37])[CH:19]=[N:20][C:21]=3[F:22])[N:10]=2)=[CH:5][CH:4]=1.C(O)(C(F)(F)F)=O.[CH3:56][S:57](Cl)(=[O:59])=[O:58]. Product: [F:22][C:21]1[C:16]([C:11]2[N:12]=[C:13]([CH3:15])[N:14]=[C:9]([N:8]([CH2:38][C:39]3[CH:44]=[CH:43][C:42]([O:45][CH3:46])=[CH:41][CH:40]=3)[CH2:7][C:6]3[CH:47]=[CH:48][C:3]([O:2][CH3:1])=[CH:4][CH:5]=3)[N:10]=2)=[CH:17][C:18]([CH2:23][N:24]2[CH2:29][CH2:28][N:27]([S:57]([CH3:56])(=[O:59])=[O:58])[CH2:26][C@@H:25]2[CH3:37])=[CH:19][N:20]=1. The catalyst class is: 2. (2) Reactant: [OH:1][CH2:2][C:3]1[CH:4]=[N:5][C:6]([NH:9][C:10]2[CH:15]=[CH:14][CH:13]=[CH:12][CH:11]=2)=[N:7][CH:8]=1.N1C=CN=C1.[Si:21](Cl)([C:24]([CH3:27])([CH3:26])[CH3:25])([CH3:23])[CH3:22]. Product: [O:1]([CH2:2][C:3]1[CH:4]=[N:5][C:6]([NH:9][C:10]2[CH:11]=[CH:12][CH:13]=[CH:14][CH:15]=2)=[N:7][CH:8]=1)[Si:21]([C:24]([CH3:27])([CH3:26])[CH3:25])([CH3:23])[CH3:22]. The catalyst class is: 39. (3) Reactant: Br[C:2]1[CH:24]=[N:23][C:5]2[N:6]([CH2:15][O:16][CH2:17][CH2:18][Si:19]([CH3:22])([CH3:21])[CH3:20])[C:7]3[CH:12]=[N:11][C:10]([C:13]#[N:14])=[CH:9][C:8]=3[C:4]=2[CH:3]=1.[C:25](=O)([O:27]C(C)(C)C)[NH2:26].C(=O)([O-])[O-].[Cs+].[Cs+].C1(P(C2C=CC=CC=2)C2C3OC4[C:52](=CC=CC=4P(C4C=CC=CC=4)C4C=CC=CC=4)[C:51]([CH3:74])([CH3:73])C=3C=CC=2)C=CC=CC=1. Product: [C:51]([C:2]1[C:24]([N:26]=[C:25]=[O:27])=[N:23][C:5]2[N:6]([CH2:15][O:16][CH2:17][CH2:18][Si:19]([CH3:22])([CH3:21])[CH3:20])[C:7]3[CH:12]=[N:11][C:10]([C:13]#[N:14])=[CH:9][C:8]=3[C:4]=2[CH:3]=1)([CH3:52])([CH3:73])[CH3:74]. The catalyst class is: 62. (4) Reactant: [C:1]([CH:3]([C:11]1[CH:16]=[CH:15][C:14]([C:17]#[N:18])=[CH:13][C:12]=1[N+:19]([O-])=O)[C:4]([O:6][C:7]([CH3:10])([CH3:9])[CH3:8])=[O:5])#[N:2]. Product: [NH2:2][C:1]1[NH:19][C:12]2[C:11]([C:3]=1[C:4]([O:6][C:7]([CH3:10])([CH3:9])[CH3:8])=[O:5])=[CH:16][CH:15]=[C:14]([C:17]#[N:18])[CH:13]=2. The catalyst class is: 15. (5) Reactant: [CH2:1]([N:8]1[C:16]2[C:15](=[O:17])[NH:14][C:13](=[O:18])[NH:12][C:11]=2[N:10]=[CH:9]1)[C:2]1[CH:7]=[CH:6][CH:5]=[CH:4][CH:3]=1.[H-].[Na+].[C:21]([O:27][CH2:28]Cl)(=[O:26])[C:22]([CH3:25])([CH3:24])[CH3:23]. Product: [CH3:23][C:22]([CH3:25])([CH3:24])[C:21]([O:27][CH2:28][N:12]1[C:11]2[N:10]=[CH:9][N:8]([CH2:1][C:2]3[CH:7]=[CH:6][CH:5]=[CH:4][CH:3]=3)[C:16]=2[C:15](=[O:17])[NH:14][C:13]1=[O:18])=[O:26]. The catalyst class is: 42. (6) Reactant: C(O[BH-](OC(=O)C)OC(=O)C)(=O)C.[Na+].[NH:15]1[CH2:20][CH2:19][O:18][CH2:17][CH2:16]1.[CH:21]([NH:24][C:25]1[C:26]2[N:27]([C:37]([O:40][CH3:41])=[N:38][N:39]=2)[C:28]2[C:33]([N:34]=1)=[CH:32][C:31]([CH:35]=O)=[CH:30][CH:29]=2)([CH3:23])[CH3:22].CC(O)=O. Product: [CH:21]([NH:24][C:25]1[C:26]2[N:27]([C:37]([O:40][CH3:41])=[N:38][N:39]=2)[C:28]2[C:33]([N:34]=1)=[CH:32][C:31]([CH2:35][N:15]1[CH2:20][CH2:19][O:18][CH2:17][CH2:16]1)=[CH:30][CH:29]=2)([CH3:22])[CH3:23]. The catalyst class is: 26.